This data is from Aqueous solubility values for 9,982 compounds from the AqSolDB database. The task is: Regression/Classification. Given a drug SMILES string, predict its absorption, distribution, metabolism, or excretion properties. Task type varies by dataset: regression for continuous measurements (e.g., permeability, clearance, half-life) or binary classification for categorical outcomes (e.g., BBB penetration, CYP inhibition). For this dataset (solubility_aqsoldb), we predict Y. (1) The compound is O=C(O)CCC(=O)C(=O)O. The Y is 0.615 log mol/L. (2) The molecule is [O-2].[O-2].[Pt+4]. The Y is -7.26 log mol/L. (3) The drug is Nc1c(N=Nc2cc(Nc3nc(Cl)nc(Nc4cccc(S(=O)(=O)CCOS(=O)(=O)[O-])c4)n3)ccc2S(=O)(=O)[O-])c(S(=O)(=O)[O-])cc2cc(S(=O)(=O)[O-])c(N=Nc3ccc4c(S(=O)(=O)[O-])cccc4c3S(=O)(=O)[O-])c(O)c12.[Na+].[Na+].[Na+].[Na+].[Na+].[Na+]. The Y is -1.28 log mol/L. (4) The molecule is COC(=O)COc1ccc(Cl)cc1Cl. The Y is -2.96 log mol/L. (5) The molecule is CC(C)O. The Y is 0.430 log mol/L. (6) The Y is -0.205 log mol/L. The drug is CC(=O)OCC(C)OC(C)=O.